Dataset: Catalyst prediction with 721,799 reactions and 888 catalyst types from USPTO. Task: Predict which catalyst facilitates the given reaction. (1) Reactant: [OH:1][C:2]([C:8]1[CH:13]=[CH:12][CH:11]=[CH:10][CH:9]=1)([CH2:6][CH3:7])[C:3]([OH:5])=O.C(N(C(C)C)CC)(C)C.[F:23][P-](F)(F)(F)(F)F.N1(O[P+](N2CCCC2)(N2CCCC2)N2CCCC2)C2C=CC=CC=2N=N1.F[C:57]1[CH:58]=[C:59]([CH2:67][NH2:68])[CH:60]=[C:61]([C:63]([F:66])([F:65])[F:64])[CH:62]=1. Product: [F:23][C:58]1[CH:57]=[CH:62][C:61]([C:63]([F:66])([F:65])[F:64])=[CH:60][C:59]=1[CH2:67][NH:68][C:3](=[O:5])[C:2]([OH:1])([C:8]1[CH:13]=[CH:12][CH:11]=[CH:10][CH:9]=1)[CH2:6][CH3:7]. The catalyst class is: 9. (2) Reactant: [NH2:1][C:2]1[C:7]([NH2:8])=[CH:6][C:5]([N+:9]([O-:11])=[O:10])=[CH:4][N:3]=1.[F:12][C:13]1[CH:14]=[C:15]([CH:18]=[CH:19][C:20]=1[F:21])[CH:16]=O. Product: [F:12][C:13]1[CH:14]=[C:15]([C:16]2[NH:1][C:2]3=[N:3][CH:4]=[C:5]([N+:9]([O-:11])=[O:10])[CH:6]=[C:7]3[N:8]=2)[CH:18]=[CH:19][C:20]=1[F:21]. The catalyst class is: 641. (3) Reactant: CO[CH:3]=[N:4][C:5]1[N:6]([CH3:22])[N:7]=[C:8]2[C:13]=1[CH:12]=[CH:11][CH:10]=[C:9]2[C:14]1[CH:19]=[CH:18][C:17]([Cl:20])=[CH:16][C:15]=1[Cl:21].[CH3:23][O:24][CH:25]([O:28][CH3:29])[CH2:26][NH2:27]. Product: [Cl:21][C:15]1[CH:16]=[C:17]([Cl:20])[CH:18]=[CH:19][C:14]=1[C:9]1[C:8]2[C:13](=[C:5]([NH:4][CH:3]=[N:27][CH2:26][CH:25]([O:28][CH3:29])[O:24][CH3:23])[N:6]([CH3:22])[N:7]=2)[CH:12]=[CH:11][CH:10]=1. The catalyst class is: 5. (4) Reactant: [Cl:1][C:2]1[N:10]=[C:9]2[C:5]([N:6]=[C:7]([I:17])[N:8]2C2CCCCO2)=[C:4]([N:18]2[CH2:23][CH2:22][O:21][CH2:20][CH2:19]2)[N:3]=1.C1(C)C=CC(S(O)(=O)=O)=CC=1. Product: [Cl:1][C:2]1[N:10]=[C:9]2[C:5]([N:6]=[C:7]([I:17])[NH:8]2)=[C:4]([N:18]2[CH2:19][CH2:20][O:21][CH2:22][CH2:23]2)[N:3]=1. The catalyst class is: 5. (5) Reactant: [OH:1][C:2]1[CH:11]=[C:10]2[C:5]([CH2:6][CH2:7][CH:8]([CH2:12]O)[O:9]2)=[CH:4][CH:3]=1.C(Br)(Br)(Br)[Br:15].C1(P(C2C=CC=CC=2)C2C=CC=CC=2)C=CC=CC=1. Product: [Br:15][CH2:12][CH:8]1[CH2:7][CH2:6][C:5]2[C:10](=[CH:11][C:2]([OH:1])=[CH:3][CH:4]=2)[O:9]1. The catalyst class is: 2.